This data is from Full USPTO retrosynthesis dataset with 1.9M reactions from patents (1976-2016). The task is: Predict the reactants needed to synthesize the given product. (1) Given the product [Cl:39][C:37]1[CH:36]=[CH:35][C:33]2[N:34]=[C:30]([NH:29][C:13]([CH2:12][C:9]3[CH:10]=[CH:11][C:6]([O:25][C:21](=[O:22])[CH2:41][CH2:42][CH3:43])=[C:7]([O:16][CH3:17])[CH:8]=3)=[O:15])[S:31][C:32]=2[CH:38]=1, predict the reactants needed to synthesize it. The reactants are: C([C:6]1[CH:11]=[CH:10][C:9]([CH2:12][C:13]([OH:15])=O)=[CH:8][C:7]=1[O:16][CH3:17])(=O)CCC.CN([CH:21]=[O:22])C.C(Cl)(=O)C(Cl)=[O:25].[NH2:29][C:30]1[S:31][C:32]2[CH:38]=[C:37]([Cl:39])[CH:36]=[CH:35][C:33]=2[N:34]=1.N1C=C[CH:43]=[CH:42][CH:41]=1. (2) Given the product [Cl:1][C:2]1[CH:7]=[C:6]([Cl:8])[CH:5]=[CH:4][C:3]=1[C:9]1[O:10][C:11]2[C:12](=[C:14]([C:18]([OH:20])=[O:19])[CH:15]=[CH:16][CH:17]=2)[N:13]=1, predict the reactants needed to synthesize it. The reactants are: [Cl:1][C:2]1[CH:7]=[C:6]([Cl:8])[CH:5]=[CH:4][C:3]=1[C:9]1[O:10][C:11]2[C:12](=[C:14]([C:18]([O:20]C)=[O:19])[CH:15]=[CH:16][CH:17]=2)[N:13]=1.[OH-].[Na+].Cl. (3) Given the product [CH:17]1[C:16]2[CH:15]([CH2:14][O:13][C:11](=[O:12])[NH:1][C@H:2]([C:8]([OH:10])=[O:9])[CH2:3][CH2:4][CH2:5][CH2:6][N:7]([CH2:34][C:30]3[S:29][CH:33]=[CH:32][N:31]=3)[CH2:51][C:50](=[O:53])[O:54][C:55]([CH3:58])([CH3:57])[CH3:56])[C:27]3[C:22](=[CH:23][CH:24]=[CH:25][CH:26]=3)[C:21]=2[CH:20]=[CH:19][CH:18]=1, predict the reactants needed to synthesize it. The reactants are: [NH:1]([C:11]([O:13][CH2:14][CH:15]1[C:27]2[C:22](=[CH:23][CH:24]=[CH:25][CH:26]=2)[C:21]2[C:16]1=[CH:17][CH:18]=[CH:19][CH:20]=2)=[O:12])[C@H:2]([C:8]([OH:10])=[O:9])[CH2:3][CH2:4][CH2:5][CH2:6][NH2:7].Cl.[S:29]1[CH:33]=[CH:32][N:31]=[C:30]1[CH:34]=O.[BH-](OC(C)=O)(OC(C)=O)OC(C)=O.[Na+].[C:50]([O:54][C:55]([CH3:58])([CH3:57])[CH3:56])(=[O:53])[CH:51]=O. (4) Given the product [NH2:1][C:2]1[C:11]2[CH:10]=[CH:9][CH:8]=[C:7]([C:22]3[CH:21]=[N:20][CH:25]=[CH:24][CH:23]=3)[C:6]=2[N:5]=[C:4]2[CH2:13][N:14]([CH2:17][CH2:18][CH3:19])[C:15](=[O:16])[C:3]=12, predict the reactants needed to synthesize it. The reactants are: [NH2:1][C:2]1[C:11]2[CH:10]=[CH:9][CH:8]=[C:7](I)[C:6]=2[N:5]=[C:4]2[CH2:13][N:14]([CH2:17][CH2:18][CH3:19])[C:15](=[O:16])[C:3]=12.[N:20]1[CH:25]=[CH:24][CH:23]=[C:22](B(O)O)[CH:21]=1.